From a dataset of Catalyst prediction with 721,799 reactions and 888 catalyst types from USPTO. Predict which catalyst facilitates the given reaction. Reactant: [CH2:1]([O:3][C:4](=[O:34])[C:5]1[CH:10]=[CH:9][CH:8]=[C:7]([N:11]2[C:15](C)=[CH:14][CH:13]=[C:12]2[C:17]2[CH:22]=[C:21]([Br:23])[CH:20]=[CH:19][C:18]=2[O:24]CC2C=CC(OC)=CC=2)[CH:6]=1)[CH3:2].O1CCOC[CH2:36]1. Product: [CH2:1]([O:3][C:4](=[O:34])[C:5]1[CH:10]=[CH:9][CH:8]=[C:7]([N:11]2[CH:15]=[CH:14][C:13]([CH3:36])=[C:12]2[C:17]2[CH:22]=[C:21]([Br:23])[CH:20]=[CH:19][C:18]=2[OH:24])[CH:6]=1)[CH3:2]. The catalyst class is: 33.